Binary Classification. Given a drug SMILES string, predict its activity (active/inactive) in a high-throughput screening assay against a specified biological target. From a dataset of HIV replication inhibition screening data with 41,000+ compounds from the AIDS Antiviral Screen. (1) The result is 0 (inactive). The compound is S=C(NN=Cc1ccccc1)NC12CC3CC(CC(C3)C1)C2. (2) The molecule is OC(c1ccccc1)c1cccc(C(O)c2ccccc2)c1. The result is 0 (inactive). (3) The result is 0 (inactive). The compound is CC[N+]1(C)CCC(O)(C=Cc2ccc(OC)cc2)C(C(=O)C=Cc2ccc(OC)cc2)C1.[I-]. (4) The result is 0 (inactive). The molecule is O=C1C(=Cc2ccccc2)CSCC1=Cc1ccccc1. (5) The drug is CCOC(=O)c1c(-c2[nH]c(C(=O)OCc3ccccc3)c(C)c2C(=O)OCC)[nH]c(C(=O)OCc2ccccc2)c1C. The result is 0 (inactive). (6) The compound is Cc1nc(-c2cccnc2)sc1C(=O)CC(=O)C(=O)Nc1cccc(NC(=O)C(=O)CC(=O)c2sc(-c3cccnc3)nc2C)n1. The result is 0 (inactive).